From a dataset of Full USPTO retrosynthesis dataset with 1.9M reactions from patents (1976-2016). Predict the reactants needed to synthesize the given product. (1) Given the product [Cl:1][C:2]1[CH:7]=[CH:6][C:5]([C:8]2[NH:9][C:10]3[C:15]([C:16]=2[CH:30]=[O:31])=[CH:14][CH:13]=[CH:12][CH:11]=3)=[CH:4][C:3]=1[S:17]([NH:20][CH:21]1[CH2:26][CH2:25][CH2:24][CH2:23][CH2:22]1)(=[O:19])=[O:18], predict the reactants needed to synthesize it. The reactants are: [Cl:1][C:2]1[CH:7]=[CH:6][C:5]([C:8]2[NH:9][C:10]3[C:15]([CH:16]=2)=[CH:14][CH:13]=[CH:12][CH:11]=3)=[CH:4][C:3]=1[S:17]([NH:20][CH:21]1[CH2:26][CH2:25][CH2:24][CH2:23][CH2:22]1)(=[O:19])=[O:18].CN([CH:30]=[O:31])C.P(Cl)(Cl)(Cl)=O.C([O-])(=O)C.[Na+]. (2) Given the product [NH2:29][C@@H:27]([C:25]1[CH:24]=[CH:23][C:22]([O:36][CH3:37])=[C:21]([C:18]2[CH:17]=[CH:16][N:15]=[C:14]3[CH:13]=[C:12]([C:4]4[CH:5]=[C:6]([CH:10]=[CH:11][C:3]=4[O:2][CH3:1])[C:7]([NH2:9])=[O:8])[O:20][C:19]=23)[CH:26]=1)[CH3:28], predict the reactants needed to synthesize it. The reactants are: [CH3:1][O:2][C:3]1[CH:11]=[CH:10][C:6]([C:7]([NH2:9])=[O:8])=[CH:5][C:4]=1[C:12]1[O:20][C:19]2[C:14](=[N:15][CH:16]=[CH:17][C:18]=2[C:21]2[CH:26]=[C:25]([C@H:27]([NH:29][S@@](C(C)(C)C)=O)[CH3:28])[CH:24]=[CH:23][C:22]=2[O:36][CH3:37])[CH:13]=1.Cl.C(OCC)C. (3) Given the product [C:1]([Si:11]1([CH3:15])[CH2:14][CH2:13][CH2:12]1)#[C:2][CH2:3][CH2:4][CH2:5][CH2:6][CH3:7], predict the reactants needed to synthesize it. The reactants are: [CH:1]#[C:2][CH2:3][CH2:4][CH2:5][CH2:6][CH3:7].[Li]C.Cl[Si:11]1([CH3:15])[CH2:14][CH2:13][CH2:12]1.